From a dataset of Reaction yield outcomes from USPTO patents with 853,638 reactions. Predict the reaction yield, written as a fraction of the theoretical maximum amount of product (1.0 means a 100% yield; for example, 0.34 means a 34% yield). (1) The yield is 0.250. The catalyst is C1COCC1.[Cl-].[NH4+]. The product is [Cl:12][C:5]1[C:4]2[C:9](=[CH:10][CH:11]=[C:2]([CH:20]=[O:21])[CH:3]=2)[N:8]=[CH:7][CH:6]=1. The reactants are Br[C:2]1[CH:3]=[C:4]2[C:9](=[CH:10][CH:11]=1)[N:8]=[CH:7][CH:6]=[C:5]2[Cl:12].C([Li])CCC.CN(C)[CH:20]=[O:21]. (2) The reactants are [C:1]([C:3]1[CH:8]=[CH:7][CH:6]=[CH:5][C:4]=1[C:9]1[CH:14]=[CH:13][C:12]([CH2:15][C:16]2[C:17](=[O:54])[N:18]([C@H:28]3[CH2:33][CH2:32][C@H:31]([O:34][CH:35]([CH2:41][CH2:42]OS(C4C=CC(C)=CC=4)(=O)=O)[C:36]([O:38][CH2:39][CH3:40])=[O:37])[CH2:30][CH2:29]3)[C:19]3[N:20]([N:25]=[CH:26][N:27]=3)[C:21]=2[CH2:22][CH2:23][CH3:24])=[CH:11][CH:10]=1)#[N:2].CC(C)([O-])C.[K+].Cl. The catalyst is O1CCCC1. The product is [C:1]([C:3]1[CH:8]=[CH:7][CH:6]=[CH:5][C:4]=1[C:9]1[CH:10]=[CH:11][C:12]([CH2:15][C:16]2[C:17](=[O:54])[N:18]([C@H:28]3[CH2:33][CH2:32][C@H:31]([O:34][C:35]4([C:36]([O:38][CH2:39][CH3:40])=[O:37])[CH2:42][CH2:41]4)[CH2:30][CH2:29]3)[C:19]3[N:20]([N:25]=[CH:26][N:27]=3)[C:21]=2[CH2:22][CH2:23][CH3:24])=[CH:13][CH:14]=1)#[N:2]. The yield is 0.550. (3) The reactants are C([O:3][C:4](=[O:36])[CH2:5][CH:6]1[CH2:11][CH2:10][CH:9]([C:12]2[CH:17]=[CH:16][C:15]([N:18]3[C:22]([NH:23][C:24]([O:26][C@@H:27]([C:29]4[CH:34]=[CH:33][CH:32]=[CH:31][CH:30]=4)[CH3:28])=[O:25])=[C:21]([CH3:35])[N:20]=[N:19]3)=[CH:14][CH:13]=2)[CH2:8][CH2:7]1)C.[OH-].[Na+]. The catalyst is C1COCC1.CCO.O. The product is [CH3:35][C:21]1[N:20]=[N:19][N:18]([C:15]2[CH:14]=[CH:13][C:12]([CH:9]3[CH2:10][CH2:11][CH:6]([CH2:5][C:4]([OH:36])=[O:3])[CH2:7][CH2:8]3)=[CH:17][CH:16]=2)[C:22]=1[NH:23][C:24]([O:26][C@@H:27]([C:29]1[CH:34]=[CH:33][CH:32]=[CH:31][CH:30]=1)[CH3:28])=[O:25]. The yield is 0.807. (4) The reactants are Br[C:2]1[CH:17]=[CH:16][C:5]([CH2:6][CH2:7][NH:8][C:9](=[O:15])[O:10][C:11]([CH3:14])([CH3:13])[CH3:12])=[CH:4][CH:3]=1.[C:18](=[O:21])([O-])[O-].[Na+].[Na+].CO. The catalyst is C(Cl)Cl.C1C=CC([P]([Pd]([P](C2C=CC=CC=2)(C2C=CC=CC=2)C2C=CC=CC=2)([P](C2C=CC=CC=2)(C2C=CC=CC=2)C2C=CC=CC=2)[P](C2C=CC=CC=2)(C2C=CC=CC=2)C2C=CC=CC=2)(C2C=CC=CC=2)C2C=CC=CC=2)=CC=1. The product is [O:21]=[C:18]1[NH:8][CH:7]=[C:6]([C:2]2[CH:17]=[CH:16][C:5]([CH2:6][CH2:7][NH:8][C:9](=[O:15])[O:10][C:11]([CH3:14])([CH3:13])[CH3:12])=[CH:4][CH:3]=2)[CH:5]=[CH:4]1. The yield is 0.580. (5) The reactants are COC1C=CC(C[N:8]2[CH:12]=[C:11]([C:13]3[CH:18]=[CH:17][N:16]=[C:15]([O:19][C:20]4[CH:21]=[CH:22][C:23]([F:27])=[C:24]([NH2:26])[CH:25]=4)[N:14]=3)[CH:10]=[N:9]2)=CC=1.C(O)(C(F)(F)F)=O. The catalyst is ClCCl. The product is [NH:8]1[CH:12]=[C:11]([C:13]2[CH:18]=[CH:17][N:16]=[C:15]([O:19][C:20]3[CH:21]=[CH:22][C:23]([F:27])=[C:24]([NH2:26])[CH:25]=3)[N:14]=2)[CH:10]=[N:9]1. The yield is 0.430. (6) The reactants are [CH3:1][N:2]([CH2:4][C:5]1[CH:10]=[CH:9][N:8]=[C:7]([NH:11]C(=O)OC(C)(C)C)[CH:6]=1)[CH3:3].[ClH:19].C(OCC)(=O)C. No catalyst specified. The product is [ClH:19].[ClH:19].[CH3:3][N:2]([CH2:4][C:5]1[CH:10]=[CH:9][N:8]=[C:7]([NH2:11])[CH:6]=1)[CH3:1]. The yield is 0.780. (7) The reactants are O1CCN(CC[CH2:9][O:10][C:11]2[CH:20]=[C:19]3[C:14]([C:15]([O:21][C:22]4[CH:27]=[CH:26][C:25]([NH:28][C:29](=[O:37])[CH2:30][C:31]5[CH:36]=CC=CN=5)=[CH:24][C:23]=4[F:38])=[CH:16][CH:17]=[N:18]3)=[CH:13][C:12]=2[O:39][CH3:40])CC1.O=C1C([C:47]([O:49][CH2:50][CH3:51])=[O:48])CCN1.[C@@H]1(N)CCCC[C@H]1N.[O-]P([O-])([O-])=O.[K+].[K+].[K+]. The catalyst is [Cu]I.O1CCOCC1. The product is [CH3:40][O:39][C:12]1[CH:13]=[C:14]2[C:19](=[CH:20][C:11]=1[O:10][CH3:9])[N:18]=[CH:17][CH:16]=[C:15]2[O:21][C:22]1[CH:27]=[CH:26][C:25]([N:28]2[CH2:36][CH2:31][CH:30]([C:47]([O:49][CH2:50][CH3:51])=[O:48])[C:29]2=[O:37])=[CH:24][C:23]=1[F:38]. The yield is 0.110.